Dataset: NCI-60 drug combinations with 297,098 pairs across 59 cell lines. Task: Regression. Given two drug SMILES strings and cell line genomic features, predict the synergy score measuring deviation from expected non-interaction effect. (1) Drug 1: C1CC(=O)NC(=O)C1N2CC3=C(C2=O)C=CC=C3N. Drug 2: C1=CN(C=N1)CC(O)(P(=O)(O)O)P(=O)(O)O. Cell line: NCI-H322M. Synergy scores: CSS=0.617, Synergy_ZIP=-2.68, Synergy_Bliss=-9.09, Synergy_Loewe=-40.0, Synergy_HSA=-6.93. (2) Drug 1: CN(C)N=NC1=C(NC=N1)C(=O)N. Drug 2: C1C(C(OC1N2C=NC3=C2NC=NCC3O)CO)O. Cell line: MDA-MB-231. Synergy scores: CSS=-0.0685, Synergy_ZIP=-0.0805, Synergy_Bliss=-2.78, Synergy_Loewe=-18.9, Synergy_HSA=-5.73. (3) Drug 1: C1CCC(C1)C(CC#N)N2C=C(C=N2)C3=C4C=CNC4=NC=N3. Drug 2: C1C(C(OC1N2C=NC3=C2NC=NCC3O)CO)O. Cell line: HL-60(TB). Synergy scores: CSS=-14.4, Synergy_ZIP=5.22, Synergy_Bliss=1.05, Synergy_Loewe=-8.67, Synergy_HSA=-10.3. (4) Drug 1: C1CCC(C1)C(CC#N)N2C=C(C=N2)C3=C4C=CNC4=NC=N3. Drug 2: C1C(C(OC1N2C=NC(=NC2=O)N)CO)O. Cell line: SK-MEL-5. Synergy scores: CSS=-4.37, Synergy_ZIP=7.74, Synergy_Bliss=5.19, Synergy_Loewe=-24.8, Synergy_HSA=-13.0. (5) Drug 1: CC(C1=C(C=CC(=C1Cl)F)Cl)OC2=C(N=CC(=C2)C3=CN(N=C3)C4CCNCC4)N. Drug 2: CC1=C2C(C(=O)C3(C(CC4C(C3C(C(C2(C)C)(CC1OC(=O)C(C(C5=CC=CC=C5)NC(=O)OC(C)(C)C)O)O)OC(=O)C6=CC=CC=C6)(CO4)OC(=O)C)OC)C)OC. Cell line: ACHN. Synergy scores: CSS=50.2, Synergy_ZIP=10.1, Synergy_Bliss=10.1, Synergy_Loewe=1.07, Synergy_HSA=11.2. (6) Drug 1: CC1=C(C(=O)C2=C(C1=O)N3CC4C(C3(C2COC(=O)N)OC)N4)N. Drug 2: C1CCC(C(C1)N)N.C(=O)(C(=O)[O-])[O-].[Pt+4]. Cell line: MDA-MB-231. Synergy scores: CSS=10.5, Synergy_ZIP=-6.50, Synergy_Bliss=-6.36, Synergy_Loewe=-6.45, Synergy_HSA=-5.00.